This data is from Reaction yield outcomes from USPTO patents with 853,638 reactions. The task is: Predict the reaction yield, written as a fraction of the theoretical maximum amount of product (1.0 means a 100% yield; for example, 0.34 means a 34% yield). The reactants are CC1(C)C2C=CC=C(P(C3C=CC=CC=3)C3C=CC=CC=3)C=2OC2C1=CC=CC=2P(C1C=CC=CC=1)C1C=CC=CC=1.Br[C:44]1[O:48][C:47]([C:49]2[C:54]([F:55])=[CH:53][CH:52]=[CH:51][C:50]=2[F:56])=[N:46][C:45]=1[C:57]#[N:58].[NH2:59][C:60]1[CH:68]=[CH:67][C:63]([C:64]([OH:66])=[O:65])=[CH:62][CH:61]=1.C(=O)([O-])[O-].[Cs+].[Cs+]. The catalyst is C(O)CCC.O1CCOCC1.CCOC(C)=O.C1C=CC(/C=C/C(/C=C/C2C=CC=CC=2)=O)=CC=1.C1C=CC(/C=C/C(/C=C/C2C=CC=CC=2)=O)=CC=1.C1C=CC(/C=C/C(/C=C/C2C=CC=CC=2)=O)=CC=1.[Pd].[Pd]. The product is [C:57]([C:45]1[N:46]=[C:47]([C:49]2[C:54]([F:55])=[CH:53][CH:52]=[CH:51][C:50]=2[F:56])[O:48][C:44]=1[NH:59][C:60]1[CH:68]=[CH:67][C:63]([C:64]([OH:66])=[O:65])=[CH:62][CH:61]=1)#[N:58]. The yield is 0.140.